From a dataset of Reaction yield outcomes from USPTO patents with 853,638 reactions. Predict the reaction yield, written as a fraction of the theoretical maximum amount of product (1.0 means a 100% yield; for example, 0.34 means a 34% yield). The reactants are [CH2:1]([O:3][C:4]([C:6]1[CH:11]=[C:10](Cl)[CH:9]=[C:8]([C:13]([O:15][CH2:16][CH3:17])=[O:14])[N:7]=1)=[O:5])[CH3:2].[Cl:18][C:19]1[CH:20]=[CH:21][C:22]([O:28][CH3:29])=[C:23](B(O)O)[CH:24]=1.C(=O)([O-])[O-].[Na+].[Na+].C1(P(C2C=CC=CC=2)C2C=CC=CC=2)C=CC=CC=1. The catalyst is COCCOC.O.C([O-])(=O)C.[Pd+2].C([O-])(=O)C. The product is [CH2:1]([O:3][C:4]([C:6]1[CH:11]=[C:10]([C:21]2[CH:20]=[C:19]([Cl:18])[CH:24]=[CH:23][C:22]=2[O:28][CH3:29])[CH:9]=[C:8]([C:13]([O:15][CH2:16][CH3:17])=[O:14])[N:7]=1)=[O:5])[CH3:2]. The yield is 0.740.